From a dataset of Catalyst prediction with 721,799 reactions and 888 catalyst types from USPTO. Predict which catalyst facilitates the given reaction. (1) Reactant: [Cl:1][C:2]1[CH:7]=[CH:6][C:5]([S:8](Cl)(=[O:10])=[O:9])=[CH:4][C:3]=1[N+:12]([O-:14])=[O:13].C(N(CC)CC)C.[NH:22]1[CH2:27][CH2:26][O:25][CH2:24][CH2:23]1. Product: [Cl:1][C:2]1[CH:7]=[CH:6][C:5]([S:8]([N:22]2[CH2:27][CH2:26][O:25][CH2:24][CH2:23]2)(=[O:10])=[O:9])=[CH:4][C:3]=1[N+:12]([O-:14])=[O:13]. The catalyst class is: 4. (2) Reactant: C(OC(=O)[NH:7][CH2:8][C:9]1[CH:14]=[C:13]([C:15]([N:17]2[CH2:20][CH:19]([O:21][CH3:22])[CH2:18]2)=[O:16])[CH:12]=[C:11]([Cl:23])[C:10]=1[F:24])(C)(C)C.C(O)(C(F)(F)F)=O. Product: [NH2:7][CH2:8][C:9]1[CH:14]=[C:13]([C:15]([N:17]2[CH2:18][CH:19]([O:21][CH3:22])[CH2:20]2)=[O:16])[CH:12]=[C:11]([Cl:23])[C:10]=1[F:24]. The catalyst class is: 2.